The task is: Predict the reaction yield, written as a fraction of the theoretical maximum amount of product (1.0 means a 100% yield; for example, 0.34 means a 34% yield).. This data is from Reaction yield outcomes from USPTO patents with 853,638 reactions. (1) The reactants are Br[C:2]1[CH:7]=[CH:6][N:5]=[C:4]([C:8]([N:10]2[CH2:29][CH2:28][C:13]3[N:14]=[C:15]([NH:18][CH:19]4[CH2:27][C:26]5[C:21](=[CH:22][CH:23]=[CH:24][CH:25]=5)[CH2:20]4)[N:16]=[CH:17][C:12]=3[CH2:11]2)=[O:9])[CH:3]=1.[CH3:30][Si:31]([C:34]#[CH:35])([CH3:33])[CH3:32].C(N(CC)CC)C. The catalyst is CN(C)C=O.Cl[Pd](Cl)([P](C1C=CC=CC=1)(C1C=CC=CC=1)C1C=CC=CC=1)[P](C1C=CC=CC=1)(C1C=CC=CC=1)C1C=CC=CC=1.[Cu]I. The product is [CH2:20]1[C:21]2[C:26](=[CH:25][CH:24]=[CH:23][CH:22]=2)[CH2:27][CH:19]1[NH:18][C:15]1[N:16]=[CH:17][C:12]2[CH2:11][N:10]([C:8]([C:4]3[CH:3]=[C:2]([C:35]#[C:34][Si:31]([CH3:33])([CH3:32])[CH3:30])[CH:7]=[CH:6][N:5]=3)=[O:9])[CH2:29][CH2:28][C:13]=2[N:14]=1. The yield is 0.430. (2) The reactants are [Cl:1][C:2]1[CH:3]=[C:4]([NH:8][C:9]2[O:13][C:12]([C:14]3[CH:19]=[CH:18][C:17]([OH:20])=[CH:16][CH:15]=3)=[N:11][N:10]=2)[CH:5]=[CH:6][CH:7]=1.C[Si]([N-][Si](C)(C)C)(C)C.[K+].Br[C:32]1[CH:33]=[N:34][CH:35]=[N:36][CH:37]=1.C([O-])([O-])=O.[K+].[K+]. The catalyst is CN(C=O)C.CO. The product is [N:34]1[CH:33]=[C:32]([O:20][C:17]2[CH:18]=[CH:19][C:14]([C:12]3[O:13][C:9]([NH:8][C:4]4[CH:5]=[CH:6][CH:7]=[C:2]([Cl:1])[CH:3]=4)=[N:10][N:11]=3)=[CH:15][CH:16]=2)[CH:37]=[N:36][CH:35]=1. The yield is 0.408. (3) The reactants are [NH2:1][CH2:2][C:3]1[CH:8]=[CH:7][C:6]([C:9]2[C:14]([CH3:15])=[CH:13][CH:12]=[C:11]([NH:16][C:17]([C:19]3([C:22]4[CH:30]=[CH:29][C:25]5[O:26][CH2:27][O:28][C:24]=5[CH:23]=4)[CH2:21][CH2:20]3)=[O:18])[CH:10]=2)=[CH:5][CH:4]=1.[CH2:31]([S:34](Cl)(=[O:36])=[O:35])[CH2:32][CH3:33].CCN(CC)CC. The catalyst is ClCCl. The product is [O:26]1[C:25]2[CH:29]=[CH:30][C:22]([C:19]3([C:17]([NH:16][C:11]4[CH:10]=[C:9]([C:6]5[CH:5]=[CH:4][C:3]([CH2:2][NH:1][S:34]([CH2:31][CH2:32][CH3:33])(=[O:36])=[O:35])=[CH:8][CH:7]=5)[C:14]([CH3:15])=[CH:13][CH:12]=4)=[O:18])[CH2:20][CH2:21]3)=[CH:23][C:24]=2[O:28][CH2:27]1. The yield is 0.100. (4) The catalyst is CN(C1C=CN=CC=1)C.ClCCl.C(N(CC)CC)C. The yield is 0.550. The reactants are [CH3:1][O:2][C:3](=[O:16])[C:4]1[CH:9]=[CH:8][C:7]([O:10][CH2:11][C:12]([OH:14])=O)=[C:6]([CH3:15])[CH:5]=1.Cl.Cl.[CH3:19][C:20]([CH3:30])([CH3:29])[CH2:21][CH2:22][N:23]1[CH2:28][CH2:27][NH:26][CH2:25][CH2:24]1. The product is [CH3:1][O:2][C:3](=[O:16])[C:4]1[CH:9]=[CH:8][C:7]([O:10][CH2:11][C:12]([N:26]2[CH2:27][CH2:28][N:23]([CH2:22][CH2:21][C:20]([CH3:30])([CH3:29])[CH3:19])[CH2:24][CH2:25]2)=[O:14])=[C:6]([CH3:15])[CH:5]=1. (5) The product is [CH3:11][O:10][N:8]([CH3:9])[C:6](=[O:7])[CH2:5][CH2:4][CH2:3][CH2:2][O:1][CH3:15]. The catalyst is CN(C=O)C. The yield is 0.640. The reactants are [OH:1][CH2:2][CH2:3][CH2:4][CH2:5][C:6]([N:8]([O:10][CH3:11])[CH3:9])=[O:7].[H-].[Na+].I[CH3:15]. (6) The reactants are [CH3:1][O:2][C:3]1[CH:4]=[CH:5][C:6]2[O:10][C:9]([C:11]([OH:13])=O)=[CH:8][C:7]=2[CH:14]=1.[CH3:15][CH2:16][CH:17]([NH2:21])[CH2:18][CH2:19][CH3:20]. No catalyst specified. The product is [CH3:15][CH2:16][CH:17]([NH:21][C:11]([C:9]1[O:10][C:6]2[CH:5]=[CH:4][C:3]([O:2][CH3:1])=[CH:14][C:7]=2[CH:8]=1)=[O:13])[CH2:18][CH2:19][CH3:20]. The yield is 0.320. (7) The reactants are [Br:1][C:2]1[CH:3]=[CH:4][C:5]([O:19]C)=[C:6]([CH:18]=1)[CH2:7][CH:8]1[CH2:11][N:10]([C:12](=[O:17])[C:13]([F:16])([F:15])[F:14])[CH2:9]1.B(Br)(Br)Br.C([O-])(O)=O.[Na+].CCOC(C)=O. The catalyst is C(Cl)Cl. The product is [Br:1][C:2]1[CH:3]=[CH:4][C:5]([OH:19])=[C:6]([CH:18]=1)[CH2:7][CH:8]1[CH2:11][N:10]([C:12](=[O:17])[C:13]([F:15])([F:16])[F:14])[CH2:9]1. The yield is 0.920. (8) The reactants are [CH3:1][O:2][C:3]1[C:8]([O:9][CH3:10])=[CH:7][C:6]([C:11]2([C:17]#[N:18])[CH2:16][CH2:15][CH2:14][CH2:13][CH2:12]2)=[C:5]([N+:19]([O-])=O)[CH:4]=1.[H][H]. The catalyst is CC(O)=O.[Pd]. The product is [CH3:10][O:9][C:8]1[CH:7]=[C:6]2[C:5](=[CH:4][C:3]=1[O:2][CH3:1])[N:19]=[C:17]([NH2:18])[C:11]12[CH2:16][CH2:15][CH2:14][CH2:13][CH2:12]1. The yield is 0.0800. (9) The reactants are [O:1]=[C:2]1[CH:7]=[CH:6][CH:5]=[CH:4][N:3]1[C:8]1[CH:18]=[CH:17][C:11]([C:12]([O:14]CC)=[O:13])=[CH:10][CH:9]=1.[OH-].[Li+]. The catalyst is O1CCCC1.O. The product is [O:1]=[C:2]1[CH:7]=[CH:6][CH:5]=[CH:4][N:3]1[C:8]1[CH:18]=[CH:17][C:11]([C:12]([OH:14])=[O:13])=[CH:10][CH:9]=1. The yield is 0.850.